From a dataset of Reaction yield outcomes from USPTO patents with 853,638 reactions. Predict the reaction yield, written as a fraction of the theoretical maximum amount of product (1.0 means a 100% yield; for example, 0.34 means a 34% yield). (1) The reactants are CC[N:3](C(C)C)C(C)C.Br[CH2:11][C:12]([C:14]1[CH:19]=[CH:18][C:17]([Br:20])=[CH:16][CH:15]=1)=O.[C:21]([O:25][C:26]([N:28]1[CH2:32][C@@H:31]([CH3:33])[CH2:30][C@H]1C(O)=O)=[O:27])([CH3:24])([CH3:23])[CH3:22].[C:37](#[N:39])[CH3:38]. No catalyst specified. The product is [Br:20][C:17]1[CH:18]=[CH:19][C:14]([C:12]2[NH:3][C:37]([C@@H:38]3[CH2:30][C@H:31]([CH3:33])[CH2:32][N:28]3[C:26]([O:25][C:21]([CH3:24])([CH3:23])[CH3:22])=[O:27])=[N:39][CH:11]=2)=[CH:15][CH:16]=1. The yield is 0.590. (2) The catalyst is C(Cl)Cl.CCOC(C)=O. The reactants are [N:1]1[N:2]=[C:3]([C:10]2[CH:19]=[CH:18][C:17]3[C:12](=[C:13]([O:20][C@H:21]4[CH2:26][CH2:25][N:24]([C:27]([O:29][C:30]([CH3:33])([CH3:32])[CH3:31])=[O:28])[C@H:23]([C:34](O)=[O:35])[CH2:22]4)[CH:14]=[CH:15][CH:16]=3)[N:11]=2)[N:4]2[CH:9]=[CH:8][CH:7]=[CH:6][C:5]=12.C[CH2:38][N:39]=[C:40]=NCCCN(C)C.C1C=CC2N(O)N=NC=2C=1.C(N(CC)CC)C.CNC. The product is [N:1]1[N:2]=[C:3]([C:10]2[CH:19]=[CH:18][C:17]3[C:12](=[C:13]([O:20][C@H:21]4[CH2:26][CH2:25][N:24]([C:27]([O:29][C:30]([CH3:33])([CH3:31])[CH3:32])=[O:28])[C@H:23]([C:34](=[O:35])[N:39]([CH3:40])[CH3:38])[CH2:22]4)[CH:14]=[CH:15][CH:16]=3)[N:11]=2)[N:4]2[CH:9]=[CH:8][CH:7]=[CH:6][C:5]=12. The yield is 0.750. (3) The reactants are [Cl:1][C:2]1[C:35]([F:36])=[CH:34][CH:33]=[C:32]([F:37])[C:3]=1[CH2:4][N:5]1[C:9]2=[N:10][C:11]([C:14]3[CH:15]=[N:16][N:17]([CH:19]4[CH2:24][CH2:23][N:22](C(OC(C)(C)C)=O)[CH2:21][CH2:20]4)[CH:18]=3)=[CH:12][CH:13]=[C:8]2[N:7]=[N:6]1.C(O)(C(F)(F)F)=O.[OH-].[Na+]. The catalyst is ClCCl. The product is [ClH:1].[Cl:1][C:2]1[C:35]([F:36])=[CH:34][CH:33]=[C:32]([F:37])[C:3]=1[CH2:4][N:5]1[C:9]2=[N:10][C:11]([C:14]3[CH:15]=[N:16][N:17]([CH:19]4[CH2:24][CH2:23][NH:22][CH2:21][CH2:20]4)[CH:18]=3)=[CH:12][CH:13]=[C:8]2[N:7]=[N:6]1. The yield is 0.430.